The task is: Regression. Given two drug SMILES strings and cell line genomic features, predict the synergy score measuring deviation from expected non-interaction effect.. This data is from NCI-60 drug combinations with 297,098 pairs across 59 cell lines. Drug 1: C1=NC2=C(N1)C(=S)N=CN2. Drug 2: CC(C)NC(=O)C1=CC=C(C=C1)CNNC.Cl. Cell line: UACC62. Synergy scores: CSS=41.0, Synergy_ZIP=0.305, Synergy_Bliss=0.614, Synergy_Loewe=-32.0, Synergy_HSA=0.542.